Dataset: Catalyst prediction with 721,799 reactions and 888 catalyst types from USPTO. Task: Predict which catalyst facilitates the given reaction. (1) Reactant: [CH2:1]([O:8][C:9]1[CH:21]=[CH:20][C:12]([CH2:13][C@H:14]2[O:19][CH2:18][CH2:17][NH:16][CH2:15]2)=[CH:11][CH:10]=1)[C:2]1[CH:7]=[CH:6][CH:5]=[CH:4][CH:3]=1.[C:22]([O:26][C:27](O[C:27]([O:26][C:22]([CH3:25])([CH3:24])[CH3:23])=[O:28])=[O:28])([CH3:25])([CH3:24])[CH3:23]. Product: [C:27]([N:16]1[CH2:17][CH2:18][O:19][C@H:14]([CH2:13][C:12]2[CH:20]=[CH:21][C:9]([O:8][CH2:1][C:2]3[CH:3]=[CH:4][CH:5]=[CH:6][CH:7]=3)=[CH:10][CH:11]=2)[CH2:15]1)([O:26][C:22]([CH3:25])([CH3:24])[CH3:23])=[O:28]. The catalyst class is: 4. (2) Reactant: C1(=[CH:9][C:10]([O:12][CH2:13]C)=[O:11])CCCCCCC1.[H-].C([Al+][CH2:21][CH:22]([CH3:24])[CH3:23])C(C)C.[CH3:25][CH2:26][CH2:27][CH2:28][CH2:29]C.Cl. Product: [C:10]([O:12][CH2:13][CH:24]=[C:22]1[CH2:21][CH2:29][CH2:28][CH2:27][CH2:26][CH2:25][CH2:23]1)(=[O:11])[CH3:9]. The catalyst class is: 7. (3) Reactant: [C:1]([N:8]1[CH2:13][CH2:12][NH:11][CH2:10][CH2:9]1)([O:3][C:4]([CH3:7])([CH3:6])[CH3:5])=[O:2].Cl[C:15]1[CH:20]=[CH:19][C:18]([N+:21]([O-:23])=[O:22])=[CH:17][N:16]=1.C(=O)([O-])[O-].[K+].[K+].CCN(C(C)C)C(C)C. Product: [N+:21]([C:18]1[CH:19]=[CH:20][C:15]([N:11]2[CH2:10][CH2:9][N:8]([C:1]([O:3][C:4]([CH3:7])([CH3:6])[CH3:5])=[O:2])[CH2:13][CH2:12]2)=[N:16][CH:17]=1)([O-:23])=[O:22]. The catalyst class is: 3. (4) Reactant: C1(C)C=CC(S(O)(=O)=O)=CC=1.[NH+]1C=CC=CC=1.C(O[C:21]([C:23]1[C:24]2[CH2:32][CH2:31][CH2:30][CH2:29][C:25]=2[S:26][C:27]=1[NH2:28])=[O:22])C.[CH2:33]([O:35][C:36](=[O:43])[CH:37]=[C:38](OCC)[CH3:39])[CH3:34].[O-]CC.[Na+]. Product: [OH:22][C:21]1[C:37]([C:36]([O:35][CH2:33][CH3:34])=[O:43])=[C:38]([CH3:39])[N:28]=[C:27]2[S:26][C:25]3[CH2:29][CH2:30][CH2:31][CH2:32][C:24]=3[C:23]=12. The catalyst class is: 234. (5) Reactant: CO[C:3]1[C:4]2[N:11]=[C:10]([C:12]3[N:16]([CH3:17])[C:15]([C:18]4[CH:22]=[CH:21][S:20][CH:19]=4)=[N:14][C:13]=3[C:23]3[CH:28]=[CH:27][CH:26]=[CH:25][CH:24]=3)[S:9][C:5]=2[N:6]=[CH:7][N:8]=1.[NH3:29]. Product: [CH3:17][N:16]1[C:12]([C:10]2[S:9][C:5]3[N:6]=[CH:7][N:8]=[C:3]([NH2:29])[C:4]=3[N:11]=2)=[C:13]([C:23]2[CH:24]=[CH:25][CH:26]=[CH:27][CH:28]=2)[N:14]=[C:15]1[C:18]1[CH:22]=[CH:21][S:20][CH:19]=1. The catalyst class is: 12.